This data is from Reaction yield outcomes from USPTO patents with 853,638 reactions. The task is: Predict the reaction yield, written as a fraction of the theoretical maximum amount of product (1.0 means a 100% yield; for example, 0.34 means a 34% yield). (1) The reactants are [CH2:1]([O:3][C:4](=[O:11])[C:5]([CH3:10])([CH3:9])[C:6](=O)[CH3:7])[CH3:2].C([O-])(=O)C.[NH4+].[BH3-]C#[N:19].[Na+].Cl. The catalyst is CO. The product is [CH2:1]([O:3][C:4](=[O:11])[C:5]([CH3:10])([CH3:9])[CH:6]([NH2:19])[CH3:7])[CH3:2]. The yield is 0.240. (2) The reactants are [Cl:1][C:2]1[CH:11]=[CH:10][C:9]([NH2:12])=[C:8]2[C:3]=1[CH:4]=[CH:5][CH:6]=[N:7]2.[N+:13]([C:16]1[CH:21]=[CH:20][CH:19]=[CH:18][C:17]=1[S:22](Cl)(=[O:24])=[O:23])([O-:15])=[O:14].N1C=CC=CC=1. The catalyst is C(Cl)Cl. The product is [Cl:1][C:2]1[CH:11]=[CH:10][C:9]([NH:12][S:22]([C:17]2[CH:18]=[CH:19][CH:20]=[CH:21][C:16]=2[N+:13]([O-:15])=[O:14])(=[O:23])=[O:24])=[C:8]2[C:3]=1[CH:4]=[CH:5][CH:6]=[N:7]2. The yield is 0.790. (3) The reactants are [CH3:1][C:2]1[C:7]([CH3:8])=[CH:6][CH:5]=[C:4]([CH3:9])[C:3]=1[OH:10].[C:11]1(=O)[O:16][C:14](=[O:15])[C:13]2=[CH:17][CH:18]=[CH:19][CH:20]=[C:12]12. No catalyst specified. The product is [OH:10][C:3]1[C:4]([CH3:9])=[CH:5][C:6]([C:11]2([C:6]3[CH:5]=[C:4]([CH3:9])[C:3]([OH:10])=[C:2]([CH3:1])[C:7]=3[CH3:8])[C:12]3[C:13](=[CH:17][CH:18]=[CH:19][CH:20]=3)[C:14](=[O:15])[O:16]2)=[C:7]([CH3:8])[C:2]=1[CH3:1]. The yield is 0.730. (4) The reactants are CNCCNC.[CH3:7][S:8][C:9]1[CH:14]=[CH:13][NH:12][C:11](=[O:15])[N:10]=1.Br[C:17]1[CH:28]=[CH:27][C:20]([O:21][CH2:22][C:23]([CH3:26])([OH:25])[CH3:24])=[C:19]([O:29][CH3:30])[CH:18]=1.P([O-])([O-])([O-])=O.[K+].[K+].[K+]. The catalyst is C(Cl)Cl.[Cu]I.O1CCOCC1.CN(C=O)C. The product is [OH:25][C:23]([CH3:26])([CH3:24])[CH2:22][O:21][C:20]1[CH:27]=[CH:28][C:17]([N:12]2[CH:13]=[CH:14][C:9]([S:8][CH3:7])=[N:10][C:11]2=[O:15])=[CH:18][C:19]=1[O:29][CH3:30]. The yield is 0.370. (5) The reactants are Br[C:2]1[CH:3]=[C:4]([C:16]([F:19])([F:18])[F:17])[C:5]2[N:6]([C:8]([Cl:15])=[C:9]([C:11]([O:13][CH3:14])=[O:12])[N:10]=2)[CH:7]=1.[Br-].[CH:21]1([Zn+])[CH2:24][CH2:23][CH2:22]1. The catalyst is O1CCCC1.C1C=CC(P(C2C=CC=CC=2)[C-]2C=CC=C2)=CC=1.C1C=CC(P(C2C=CC=CC=2)[C-]2C=CC=C2)=CC=1.Cl[Pd]Cl.[Fe+2].ClCCl.[Cu]I. The product is [Cl:15][C:8]1[N:6]2[CH:7]=[C:2]([CH:21]3[CH2:24][CH2:23][CH2:22]3)[CH:3]=[C:4]([C:16]([F:19])([F:18])[F:17])[C:5]2=[N:10][C:9]=1[C:11]([O:13][CH3:14])=[O:12]. The yield is 0.120. (6) The reactants are C[O:2][C:3]1[CH:8]=[CH:7][C:6]([C:9](=[O:15])[CH2:10][CH2:11][C:12]([OH:14])=[O:13])=[C:5]([CH3:16])[CH:4]=1.[C:17](O)(=O)[CH3:18].Br. The catalyst is C(O)C. The product is [CH2:17]([O:14][C:12](=[O:13])[CH2:11][CH2:10][C:9]([C:6]1[CH:7]=[CH:8][C:3]([OH:2])=[CH:4][C:5]=1[CH3:16])=[O:15])[CH3:18]. The yield is 0.750. (7) The reactants are [H-].[Na+].C[CH:4]([CH2:8][CH3:9])[CH2:5][CH:6]=[O:7]. The catalyst is CCCCCC.C(COC)OC.COCC. The product is [CH3:4][CH:9]([CH2:5][CH3:6])[CH2:8][CH:4]=[CH:5][C:6]([O:7][CH2:9][CH3:8])=[O:7]. The yield is 0.610. (8) The reactants are [C:1]([C:5]1[N:6]=[C:7]([N:23]2[CH2:28][CH2:27][O:26][CH2:25][CH2:24]2)[C:8]2[N:13]=[N:12][N:11](CC3C=CC(OC)=CC=3)[C:9]=2[N:10]=1)([CH3:4])([CH3:3])[CH3:2]. The catalyst is C(O)(C(F)(F)F)=O. The product is [C:1]([C:5]1[N:6]=[C:7]([N:23]2[CH2:28][CH2:27][O:26][CH2:25][CH2:24]2)[C:8]2[N:13]=[N:12][NH:11][C:9]=2[N:10]=1)([CH3:4])([CH3:2])[CH3:3]. The yield is 0.130.